Dataset: Reaction yield outcomes from USPTO patents with 853,638 reactions. Task: Predict the reaction yield, written as a fraction of the theoretical maximum amount of product (1.0 means a 100% yield; for example, 0.34 means a 34% yield). (1) The reactants are [F:1][C:2]1[CH:7]=[C:6]([C:8](O)=[O:9])[CH:5]=[CH:4][C:3]=1[C:11]1[CH:16]=[CH:15][C:14]([O:17][CH2:18][CH:19]2[CH2:24][CH2:23][N:22]([CH2:25][C:26]([F:29])([CH3:28])[CH3:27])[CH2:21][CH2:20]2)=[CH:13][CH:12]=1.Cl.[NH:31]1[CH2:36][CH2:35][CH2:34][C@@H:33]([OH:37])[CH2:32]1.F[P-](F)(F)(F)(F)F.N1(O[P+](N(C)C)(N(C)C)N(C)C)C2C=CC=CC=2N=N1.CCN(CC)CC.[NH4+].[Cl-]. The catalyst is CN(C=O)C. The product is [F:1][C:2]1[CH:7]=[C:6]([C:8]([N:31]2[CH2:36][CH2:35][CH2:34][C@@H:33]([OH:37])[CH2:32]2)=[O:9])[CH:5]=[CH:4][C:3]=1[C:11]1[CH:12]=[CH:13][C:14]([O:17][CH2:18][CH:19]2[CH2:24][CH2:23][N:22]([CH2:25][C:26]([F:29])([CH3:27])[CH3:28])[CH2:21][CH2:20]2)=[CH:15][CH:16]=1. The yield is 0.330. (2) The reactants are [O:1]1[CH2:6][CH2:5][CH2:4][CH2:3][CH:2]1[N:7]1[C:11]2[CH:12]=[CH:13][C:14]([C:16]([OH:18])=O)=[CH:15][C:10]=2[N:9]=[CH:8]1.CCN=C=NCCCN(C)C.Cl.C1C=CC2N(O)N=NC=2C=1.Cl.[CH3:42][O:43][NH:44][CH3:45]. The catalyst is C(Cl)Cl.O. The product is [CH3:42][O:43][N:44]([CH3:45])[C:16]([C:14]1[CH:13]=[CH:12][C:11]2[N:7]([CH:2]3[CH2:3][CH2:4][CH2:5][CH2:6][O:1]3)[CH:8]=[N:9][C:10]=2[CH:15]=1)=[O:18]. The yield is 0.850.